Dataset: Full USPTO retrosynthesis dataset with 1.9M reactions from patents (1976-2016). Task: Predict the reactants needed to synthesize the given product. (1) Given the product [CH3:13][O:12][C:10](=[O:11])[CH2:9][CH:8]([NH:14][C:15]([C@@H:17]1[CH2:22][CH2:21][CH2:20][N:19]([C:23](=[O:39])[CH2:24][CH2:25][CH:26]2[CH2:31][CH2:30][N:29]([C:32]([O:34][C:35]([CH3:36])([CH3:38])[CH3:37])=[O:33])[CH2:28][CH2:27]2)[CH2:18]1)=[O:16])[C:5]1[CH:6]=[CH:7][C:2]([O:1][CH2:57][CH2:56][O:55][S:52]([C:49]2[CH:50]=[CH:51][C:46]([CH3:69])=[CH:47][CH:48]=2)(=[O:54])=[O:53])=[CH:3][CH:4]=1, predict the reactants needed to synthesize it. The reactants are: [OH:1][C:2]1[CH:7]=[CH:6][C:5]([CH:8]([NH:14][C:15]([C@@H:17]2[CH2:22][CH2:21][CH2:20][N:19]([C:23](=[O:39])[CH2:24][CH2:25][CH:26]3[CH2:31][CH2:30][N:29]([C:32]([O:34][C:35]([CH3:38])([CH3:37])[CH3:36])=[O:33])[CH2:28][CH2:27]3)[CH2:18]2)=[O:16])[CH2:9][C:10]([O:12][CH3:13])=[O:11])=[CH:4][CH:3]=1.C(=O)([O-])[O-].[Cs+].[Cs+].[C:46]1([CH3:69])[CH:51]=[CH:50][C:49]([S:52]([O:55][CH2:56][CH2:57]OS(C2C=CC(C)=CC=2)(=O)=O)(=[O:54])=[O:53])=[CH:48][CH:47]=1. (2) Given the product [N:33]1([C:30](=[O:32])[CH2:29][C:3]2[CH:4]=[CH:5][C:6]([O:8][CH2:9][CH2:10][C@@H:11]3[CH2:13][C@@H:12]3[CH:14]3[CH2:19][CH2:18][N:17]([C:20]4[N:21]=[CH:22][C:23]([CH2:26][O:27][CH3:28])=[CH:24][N:25]=4)[CH2:16][CH2:15]3)=[CH:7][C:2]=2[F:1])[CH2:36][CH2:35][CH2:34]1, predict the reactants needed to synthesize it. The reactants are: [F:1][C:2]1[CH:7]=[C:6]([O:8][CH2:9][CH2:10][C@@H:11]2[CH2:13][C@@H:12]2[CH:14]2[CH2:19][CH2:18][N:17]([C:20]3[N:25]=[CH:24][C:23]([CH2:26][O:27][CH3:28])=[CH:22][N:21]=3)[CH2:16][CH2:15]2)[CH:5]=[CH:4][C:3]=1[CH2:29][C:30]([OH:32])=O.[NH:33]1[CH2:36][CH2:35][CH2:34]1.C(N(CC)C(C)C)(C)C.CN(C(ON1N=NC2C=CC=NC1=2)=[N+](C)C)C.F[P-](F)(F)(F)(F)F. (3) Given the product [ClH:26].[N:28]1[CH:27]=[CH:32][CH:31]=[N:30][C:29]=1[N:2]1[CH2:7][CH2:6][CH:5]([O:8][C:9]2[CH:10]=[C:11]3[C:16](=[CH:17][CH:18]=2)[CH:15]=[N:14][CH:13]=[CH:12]3)[CH2:4][CH2:3]1, predict the reactants needed to synthesize it. The reactants are: Cl.[NH:2]1[CH2:7][CH2:6][CH:5]([O:8][C:9]2[CH:10]=[C:11]3[C:16](=[CH:17][CH:18]=2)[CH:15]=[N:14][CH:13]=[CH:12]3)[CH2:4][CH2:3]1.C(N(CC)CC)C.[Cl:26][C:27]1[CH:32]=[CH:31][N:30]=[CH:29][N:28]=1. (4) The reactants are: [O:1]1[C:5]2[CH:6]=[CH:7][C:8]([C:10]3[S:11][CH:12]=[C:13]([C:15]([OH:17])=O)[N:14]=3)=[CH:9][C:4]=2[CH2:3][CH2:2]1.[Br:18][C:19]1[S:23][C:22]([NH2:24])=[N:21][N:20]=1.CN(C(ON1N=NC2C=CC=CC1=2)=[N+](C)C)C.F[P-](F)(F)(F)(F)F.CCN(C(C)C)C(C)C. Given the product [Br:18][C:19]1[S:23][C:22]([NH:24][C:15]([C:13]2[N:14]=[C:10]([C:8]3[CH:7]=[CH:6][C:5]4[O:1][CH2:2][CH2:3][C:4]=4[CH:9]=3)[S:11][CH:12]=2)=[O:17])=[N:21][N:20]=1, predict the reactants needed to synthesize it. (5) Given the product [NH:17]([C:26]([O:28][CH2:29][CH:30]1[C:42]2[C:37](=[CH:38][CH:39]=[CH:40][CH:41]=2)[C:36]2[C:31]1=[CH:32][CH:33]=[CH:34][CH:35]=2)=[O:27])[C@H:18]([C:23]([NH:1][C@H:2]([C:7]([O:9][CH2:10][C:11]1[CH:16]=[CH:15][CH:14]=[CH:13][CH:12]=1)=[O:8])[CH2:3][CH:4]([CH3:6])[CH3:5])=[O:24])[CH2:19][CH:20]([CH3:22])[CH3:21], predict the reactants needed to synthesize it. The reactants are: [NH2:1][C@H:2]([C:7]([O:9][CH2:10][C:11]1[CH:16]=[CH:15][CH:14]=[CH:13][CH:12]=1)=[O:8])[CH2:3][CH:4]([CH3:6])[CH3:5].[NH:17]([C:26]([O:28][CH2:29][CH:30]1[C:42]2[C:37](=[CH:38][CH:39]=[CH:40][CH:41]=2)[C:36]2[C:31]1=[CH:32][CH:33]=[CH:34][CH:35]=2)=[O:27])[C@H:18]([C:23](O)=[O:24])[CH2:19][CH:20]([CH3:22])[CH3:21].CCN=C=NCCCN(C)C.Cl. (6) The reactants are: [CH2:1]([N:8]1[CH2:13][CH2:12][C:11](=[O:14])[C:10]([CH3:16])([CH3:15])[CH2:9]1)[C:2]1[CH:7]=[CH:6][CH:5]=[CH:4][CH:3]=1.[OH-].[Na+].[N:19]1([C:25]2[N:30]=[C:29]([CH:31]=O)[CH:28]=[CH:27][CH:26]=2)[CH2:24][CH2:23][O:22][CH2:21][CH2:20]1. Given the product [CH2:1]([N:8]1[CH2:13][C:12](=[CH:31][C:29]2[CH:28]=[CH:27][CH:26]=[C:25]([N:19]3[CH2:20][CH2:21][O:22][CH2:23][CH2:24]3)[N:30]=2)[C:11](=[O:14])[C:10]([CH3:16])([CH3:15])[CH2:9]1)[C:2]1[CH:3]=[CH:4][CH:5]=[CH:6][CH:7]=1, predict the reactants needed to synthesize it.